This data is from Peptide-MHC class I binding affinity with 185,985 pairs from IEDB/IMGT. The task is: Regression. Given a peptide amino acid sequence and an MHC pseudo amino acid sequence, predict their binding affinity value. This is MHC class I binding data. (1) The peptide sequence is IVDCLTEMYY. The MHC is HLA-B44:03 with pseudo-sequence HLA-B44:03. The binding affinity (normalized) is 0.0847. (2) The peptide sequence is YYTDGSCNK. The MHC is Mamu-B6601 with pseudo-sequence Mamu-B6601. The binding affinity (normalized) is 0.560. (3) The binding affinity (normalized) is 0. The MHC is HLA-A68:02 with pseudo-sequence HLA-A68:02. The peptide sequence is SLRAEDTA. (4) The peptide sequence is VVNARLRAK. The MHC is HLA-A31:01 with pseudo-sequence HLA-A31:01. The binding affinity (normalized) is 0.511.